From a dataset of Catalyst prediction with 721,799 reactions and 888 catalyst types from USPTO. Predict which catalyst facilitates the given reaction. (1) Reactant: [CH3:1][O:2][C:3](=[O:30])[CH2:4][CH2:5][C@H:6]([C@@H:8]1[C@:25]2([CH3:26])[C@H:11]([C@H:12]3[C@H:22]([CH2:23][C@@H:24]2[OH:27])[C@:20]2([CH3:21])[C@@H:15]([CH2:16][C@@H:17]([NH2:28])[CH2:18][CH2:19]2)[CH2:14][C@H:13]3[OH:29])[CH2:10][CH2:9]1)[CH3:7].C(N(CC)CC)C.[C:38](Cl)(=[O:58])[CH2:39][CH2:40][CH2:41][CH2:42][CH2:43][CH2:44][CH2:45][CH2:46][CH2:47][CH2:48][CH2:49][CH2:50][CH2:51][CH2:52][CH2:53][CH2:54][CH2:55][CH2:56][CH3:57].O. Product: [CH3:1][O:2][C:3](=[O:30])[CH2:4][CH2:5][C@H:6]([C@@H:8]1[C@:25]2([CH3:26])[C@H:11]([C@H:12]3[C@H:22]([CH2:23][C@@H:24]2[OH:27])[C@:20]2([CH3:21])[C@@H:15]([CH2:16][C@@H:17]([NH:28][C:38](=[O:58])[CH2:39][CH2:40][CH2:41][CH2:42][CH2:43][CH2:44][CH2:45][CH2:46][CH2:47][CH2:48][CH2:49][CH2:50][CH2:51][CH2:52][CH2:53][CH2:54][CH2:55][CH2:56][CH3:57])[CH2:18][CH2:19]2)[CH2:14][C@H:13]3[OH:29])[CH2:10][CH2:9]1)[CH3:7]. The catalyst class is: 9. (2) Reactant: [CH3:1][C:2]1[C:3]([C:7]([C@@H:9]2[CH2:13][CH2:12][C:11](=[O:14])[N:10]2[CH2:15][CH2:16][NH:17][C:18](=[O:24])[O:19][C:20]([CH3:23])([CH3:22])[CH3:21])=[O:8])=[CH:4][S:5][CH:6]=1. Product: [C:20]([O:19][C:18](=[O:24])[NH:17][CH2:16][CH2:15][N:10]1[C:11](=[O:14])[CH2:12][CH2:13][C@H:9]1[C@H:7]([OH:8])[C:3]1[C:2]([CH3:1])=[CH:6][S:5][CH:4]=1)([CH3:23])([CH3:21])[CH3:22]. The catalyst class is: 1. (3) Reactant: Br[CH2:2][C:3]1[C:7]([CH3:8])=[CH:6][N:5]([C:9]2[CH:14]=[CH:13][CH:12]=[CH:11][CH:10]=2)[N:4]=1.[C-:15]#[N:16].[K+].O. Product: [CH3:8][C:7]1[C:3]([CH2:2][C:15]#[N:16])=[N:4][N:5]([C:9]2[CH:14]=[CH:13][CH:12]=[CH:11][CH:10]=2)[CH:6]=1. The catalyst class is: 16. (4) Product: [O:10]([C:7]1[CH:8]=[CH:9][C:4]([NH:1][C:2]([N:29]2[CH2:28][CH:27]3[CH2:32][CH:30]2[CH2:31][N:26]3[CH:24]([C:19]2[CH:20]=[CH:21][CH:22]=[CH:23][C:18]=2[Cl:17])[CH3:25])=[O:3])=[CH:5][CH:6]=1)[C:11]1[CH:12]=[CH:13][CH:14]=[CH:15][CH:16]=1. Reactant: [N:1]([C:4]1[CH:9]=[CH:8][C:7]([O:10][C:11]2[CH:16]=[CH:15][CH:14]=[CH:13][CH:12]=2)=[CH:6][CH:5]=1)=[C:2]=[O:3].[Cl:17][C:18]1[CH:23]=[CH:22][CH:21]=[CH:20][C:19]=1[CH:24]([N:26]1[CH2:31][CH:30]2[CH2:32][CH:27]1[CH2:28][NH:29]2)[CH3:25]. The catalyst class is: 10. (5) Reactant: [CH3:1][N:2]1[CH:7]2[CH2:8][CH2:9][CH:3]1[CH2:4][CH:5]([O:10][C:11]1[CH:18]=[CH:17][C:14]([C:15]#N)=[CH:13][CH:12]=1)[CH2:6]2.C(O)=[O:20]. Product: [CH3:1][N:2]1[CH:7]2[CH2:8][CH2:9][CH:3]1[CH2:4][CH:5]([O:10][C:11]1[CH:18]=[CH:17][C:14]([CH:15]=[O:20])=[CH:13][CH:12]=1)[CH2:6]2. The catalyst class is: 181. (6) Reactant: [NH2:1][C:2]1[C:7]([OH:8])=[CH:6][CH:5]=[CH:4][N:3]=1.[C:9]([O:13][C:14]([N:16]1[CH2:21][CH2:20][C:19](=O)[CH2:18][CH2:17]1)=[O:15])([CH3:12])([CH3:11])[CH3:10].[O-]S([O-])(=O)=O.[Na+].[Na+].C(O[BH-](OC(=O)C)OC(=O)C)(=O)C.[Na+]. Product: [C:9]([O:13][C:14]([N:16]1[CH2:21][CH2:20][CH:19]([NH:1][C:2]2[C:7]([OH:8])=[CH:6][CH:5]=[CH:4][N:3]=2)[CH2:18][CH2:17]1)=[O:15])([CH3:12])([CH3:10])[CH3:11]. The catalyst class is: 585. (7) Reactant: Br[C:2]1[CH:3]=[C:4]2[C:9](=[CH:10][CH:11]=1)[C:8](=[O:12])[NH:7][N:6]=[C:5]2[Cl:13].[Cl:14][C:15]1[CH:22]=[CH:21][C:20]([Cl:23])=[CH:19][C:16]=1[CH2:17][NH2:18].C1C=CC(P(C2C(C3C(P(C4C=CC=CC=4)C4C=CC=CC=4)=CC=C4C=3C=CC=C4)=C3C(C=CC=C3)=CC=2)C2C=CC=CC=2)=CC=1.CC([O-])(C)C.[Na+]. Product: [Cl:13][C:5]1[C:4]2[C:9](=[CH:10][CH:11]=[C:2]([NH:18][CH2:17][C:16]3[CH:19]=[C:20]([Cl:23])[CH:21]=[CH:22][C:15]=3[Cl:14])[CH:3]=2)[C:8](=[O:12])[NH:7][N:6]=1. The catalyst class is: 686.